Dataset: Forward reaction prediction with 1.9M reactions from USPTO patents (1976-2016). Task: Predict the product of the given reaction. (1) Given the reactants I[C:2]1[CH:7]=[CH:6][C:5]2[CH:8]3[CH2:13][CH2:12][N:11]([C:14]([O:16][C:17]([CH3:20])([CH3:19])[CH3:18])=[O:15])[CH2:10][CH:9]3[O:21][C:4]=2[CH:3]=1.CC1C=CC2C=CC3C=C[C:32](C)=[N:33]C=3C=2N=1.CN, predict the reaction product. The product is: [C:17]([O:16][C:14]([N:11]1[CH2:12][CH2:13][CH:8]2[C:5]3[CH:6]=[CH:7][C:2]([NH:33][CH3:32])=[CH:3][C:4]=3[O:21][CH:9]2[CH2:10]1)=[O:15])([CH3:20])([CH3:19])[CH3:18]. (2) Given the reactants C(OC(=O)[NH:7][C:8]1([C:12]2[CH:17]=[CH:16][C:15]([C:18]3[C:19]([C:35]4[CH:40]=[CH:39][CH:38]=[CH:37][CH:36]=4)=[CH:20][C:21]4[N:22]([C:24]([C:28]5[CH:33]=[CH:32][C:31]([F:34])=[CH:30][CH:29]=5)=[C:25]([Br:27])[N:26]=4)[N:23]=3)=[CH:14][CH:13]=2)[CH2:11][CH2:10][CH2:9]1)(C)(C)C, predict the reaction product. The product is: [Br:27][C:25]1[N:26]=[C:21]2[CH:20]=[C:19]([C:35]3[CH:40]=[CH:39][CH:38]=[CH:37][CH:36]=3)[C:18]([C:15]3[CH:14]=[CH:13][C:12]([C:8]4([NH2:7])[CH2:11][CH2:10][CH2:9]4)=[CH:17][CH:16]=3)=[N:23][N:22]2[C:24]=1[C:28]1[CH:29]=[CH:30][C:31]([F:34])=[CH:32][CH:33]=1. (3) The product is: [F:1][C:2]1[CH:10]=[CH:9][C:5]([C:6]([NH:18][C:19]2[CH:20]=[N:21][C:22]([OH:25])=[CH:23][CH:24]=2)=[O:7])=[CH:4][CH:3]=1. Given the reactants [F:1][C:2]1[CH:10]=[CH:9][C:5]([C:6](Cl)=[O:7])=[CH:4][CH:3]=1.ClC1C=CC(C([NH:18][C:19]2[CH:20]=[N:21][C:22]([OH:25])=[CH:23][CH:24]=2)=O)=CC=1, predict the reaction product. (4) Given the reactants [CH2:1]([C:3]1[CH:4]=[C:5]([CH:7]=[CH:8][CH:9]=1)N)[CH3:2].N([O-])=O.[Na+].[BrH:14], predict the reaction product. The product is: [Br:14][C:5]1[CH:7]=[CH:8][CH:9]=[C:3]([CH2:1][CH3:2])[CH:4]=1. (5) Given the reactants [F:1][C:2]1[CH:3]=[C:4]([C:9]2[CH:18]=[CH:17][C:16]3[C:11](=[CH:12][CH:13]=[C:14]([O:19]C)[CH:15]=3)[C:10]=2[O:21][C:22]2[CH:37]=[CH:36][C:25]([O:26][CH2:27][CH2:28][N:29]3[CH2:35][CH2:34][CH2:33][CH2:32][CH2:31][CH2:30]3)=[CH:24][CH:23]=2)[CH:5]=[CH:6][C:7]=1[F:8].[ClH:38].C(OCC)C.B(Br)(Br)Br, predict the reaction product. The product is: [ClH:38].[N:29]1([CH2:28][CH2:27][O:26][C:25]2[CH:24]=[CH:23][C:22]([O:21][C:10]3[C:9]([C:4]4[CH:5]=[CH:6][C:7]([F:8])=[C:2]([F:1])[CH:3]=4)=[CH:18][CH:17]=[C:16]4[C:11]=3[CH:12]=[CH:13][C:14]([OH:19])=[CH:15]4)=[CH:37][CH:36]=2)[CH2:35][CH2:34][CH2:33][CH2:32][CH2:31][CH2:30]1. (6) Given the reactants [F:1][C:2]1[C:3]([N:10]2[CH2:14][CH2:13][CH:12]([F:15])[CH2:11]2)=[C:4]([CH:7]=[CH:8][CH:9]=1)[CH:5]=O.[CH3:16][C:17]([CH3:22])([CH3:21])[CH2:18][CH2:19][NH2:20], predict the reaction product. The product is: [F:1][C:2]1[C:3]([N:10]2[CH2:14][CH2:13][CH:12]([F:15])[CH2:11]2)=[C:4]([CH:7]=[CH:8][CH:9]=1)[CH:5]=[N:20][CH2:19][CH2:18][C:17]([CH3:22])([CH3:21])[CH3:16].